Dataset: Reaction yield outcomes from USPTO patents with 853,638 reactions. Task: Predict the reaction yield, written as a fraction of the theoretical maximum amount of product (1.0 means a 100% yield; for example, 0.34 means a 34% yield). (1) The reactants are [Cl:1][C:2]1[CH:8]=[C:7]([O:9][C:10]2[C:19]3[C:14](=[CH:15][C:16]([O:22][CH3:23])=[C:17]([O:20][CH3:21])[CH:18]=3)[N:13]=[CH:12][N:11]=2)[CH:6]=[CH:5][C:3]=1[NH2:4].Cl[C:25]([Cl:35])(OC(=O)OC(Cl)(Cl)Cl)Cl.ClC1[CH:44]=[CH:43][C:40]([NH:41][CH3:42])=[CH:39][CH:38]=1.[CH3:45][OH:46]. The catalyst is C(Cl)(Cl)Cl.C(N(CC)CC)C. The product is [Cl:1][C:2]1[CH:8]=[C:7]([O:9][C:10]2[C:19]3[C:14](=[CH:15][C:16]([O:22][CH3:23])=[C:17]([O:20][CH3:21])[CH:18]=3)[N:13]=[CH:12][N:11]=2)[CH:6]=[CH:5][C:3]=1[NH:4][C:45](=[O:46])[N:41]([C:40]1[CH:39]=[CH:38][C:25]([Cl:35])=[CH:44][CH:43]=1)[CH3:42]. The yield is 0.690. (2) The reactants are [Cl-].[Al+3].[Cl-].[Cl-].[C:5](OC(=O)C)(=[O:7])[CH3:6].[CH2:12]([O:14][C:15]([C:17]1[NH:18][C:19]([CH3:23])=[C:20]([CH3:22])[CH:21]=1)=[O:16])[CH3:13]. The catalyst is ClC(Cl)C. The product is [CH2:12]([O:14][C:15]([C:17]1[NH:18][C:19]([CH3:23])=[C:20]([CH3:22])[C:21]=1[C:5](=[O:7])[CH3:6])=[O:16])[CH3:13]. The yield is 0.600.